Dataset: Retrosynthesis with 50K atom-mapped reactions and 10 reaction types from USPTO. Task: Predict the reactants needed to synthesize the given product. (1) Given the product CN(C)S(=O)(=O)Nc1cccc(C=C2c3ccccc3CCc3ccccc32)c1, predict the reactants needed to synthesize it. The reactants are: CN(C)S(=O)(=O)Cl.Nc1cccc(C=C2c3ccccc3CCc3ccccc32)c1. (2) Given the product N#CCn1nc(C[C@@H]2CCN(C(=O)C3CC3)C2)n(-c2ccc(-c3ccc4occc4c3)cc2)c1=O, predict the reactants needed to synthesize it. The reactants are: N#CCCl.O=C(C1CC1)N1CC[C@@H](Cc2n[nH]c(=O)n2-c2ccc(-c3ccc4occc4c3)cc2)C1. (3) Given the product O=C1C(=Cc2cccc(Oc3ccccc3)c2)Oc2cc(O)ccc21, predict the reactants needed to synthesize it. The reactants are: O=C1COc2cc(O)ccc21.O=Cc1cccc(Oc2ccccc2)c1. (4) Given the product CNc1ccc(F)cc1N, predict the reactants needed to synthesize it. The reactants are: CNc1ccc(F)cc1[N+](=O)[O-]. (5) Given the product O=[N+]([O-])c1c(Cl)nc2ccccc2c1NCc1cccnc1, predict the reactants needed to synthesize it. The reactants are: NCc1cccnc1.O=[N+]([O-])c1c(Cl)nc2ccccc2c1Cl. (6) Given the product OCc1cn2c(F)cccc2n1, predict the reactants needed to synthesize it. The reactants are: O=Cc1cn2c(F)cccc2n1.